This data is from Forward reaction prediction with 1.9M reactions from USPTO patents (1976-2016). The task is: Predict the product of the given reaction. (1) Given the reactants [NH2:1][C@H:2]([C:34]1[CH:39]=[CH:38][CH:37]=[CH:36][CH:35]=1)[CH2:3][N:4]1[C:9](=[O:10])[C:8]([C:11]2[CH:16]=[CH:15][CH:14]=[C:13]([O:17][CH3:18])[C:12]=2[F:19])=[C:7]([CH3:20])[N:6]([CH2:21][C:22]2[C:27]([C:28]([F:31])([F:30])[F:29])=[CH:26][CH:25]=[CH:24][C:23]=2[F:32])[C:5]1=[O:33].C(N(C(C)C)CC)(C)C.Br[CH2:50][CH2:51][CH2:52][C:53]#[N:54], predict the reaction product. The product is: [C:53]([CH2:52][CH2:51][CH2:50][NH:1][C@H:2]([C:34]1[CH:39]=[CH:38][CH:37]=[CH:36][CH:35]=1)[CH2:3][N:4]1[C:9](=[O:10])[C:8]([C:11]2[CH:16]=[CH:15][CH:14]=[C:13]([O:17][CH3:18])[C:12]=2[F:19])=[C:7]([CH3:20])[N:6]([CH2:21][C:22]2[C:27]([C:28]([F:29])([F:31])[F:30])=[CH:26][CH:25]=[CH:24][C:23]=2[F:32])[C:5]1=[O:33])#[N:54]. (2) Given the reactants [NH2:1][C:2]1[CH:7]=[C:6]([Cl:8])[C:5]([Cl:9])=[CH:4][C:3]=1[C:10]([C:12]1[CH:17]=[CH:16][CH:15]=[CH:14][CH:13]=1)=O.[CH:18]1([C:21](=O)[CH2:22][C:23]([O:25][CH3:26])=[O:24])[CH2:20][CH2:19]1, predict the reaction product. The product is: [CH3:26][O:25][C:23]([C:22]1[C:21]([CH:18]2[CH2:20][CH2:19]2)=[N:1][C:2]2[C:3]([C:10]=1[C:12]1[CH:17]=[CH:16][CH:15]=[CH:14][CH:13]=1)=[CH:4][C:5]([Cl:9])=[C:6]([Cl:8])[CH:7]=2)=[O:24].